Task: Predict the reaction yield, written as a fraction of the theoretical maximum amount of product (1.0 means a 100% yield; for example, 0.34 means a 34% yield).. Dataset: Reaction yield outcomes from USPTO patents with 853,638 reactions (1) The reactants are [C:1](Cl)([C:14]1[CH:19]=[CH:18][CH:17]=[CH:16][CH:15]=1)([C:8]1[CH:13]=[CH:12][CH:11]=[CH:10][CH:9]=1)[C:2]1[CH:7]=[CH:6][CH:5]=[CH:4][CH:3]=1.OC[C:23]1[CH:28]=[CH:27][N:26]=[C:25]([Br:29])[CH:24]=1.CN([CH:33]=[O:34])C. The catalyst is CN(C1C=CN=CC=1)C.C([O-])(O)=O.[Na+]. The product is [Br:29][C:25]1[CH:24]=[CH:23][C:28]([CH2:33][O:34][C:1]([C:14]2[CH:19]=[CH:18][CH:17]=[CH:16][CH:15]=2)([C:8]2[CH:13]=[CH:12][CH:11]=[CH:10][CH:9]=2)[C:2]2[CH:7]=[CH:6][CH:5]=[CH:4][CH:3]=2)=[CH:27][N:26]=1. The yield is 1.00. (2) The reactants are S(C1C=CC(C)=CC=1)(O)(=O)=O.[NH2:12][C@@H:13]([CH3:37])[C:14]([O:16][CH2:17][CH2:18][CH2:19][O:20][CH2:21][CH2:22][CH2:23][CH2:24][CH2:25][CH2:26][CH2:27][CH2:28][CH2:29][CH2:30][CH2:31][CH2:32][CH2:33][CH2:34][CH2:35][CH3:36])=[O:15].[P:38](Cl)(Cl)(=[O:46])[O:39][C:40]1[CH:45]=[CH:44][CH:43]=[CH:42][CH:41]=1.CCN(CC)CC.C(Cl)[Cl:57]. The yield is 0.820. The product is [Cl:57][C:41]1[CH:42]=[CH:43][CH:44]=[CH:45][C:40]=1[O:39][P:38](=[N:12][C@@H:13]([CH3:37])[C:14]([O:16][CH2:17][CH2:18][CH2:19][O:20][CH2:21][CH2:22][CH2:23][CH2:24][CH2:25][CH2:26][CH2:27][CH2:28][CH2:29][CH2:30][CH2:31][CH2:32][CH2:33][CH2:34][CH2:35][CH3:36])=[O:15])=[O:46]. No catalyst specified. (3) The reactants are [C:1](Cl)(=[O:3])[CH3:2].[Cl:5][C:6]1[C:7]([CH3:38])=[C:8]([C:27]2[CH:28]=[N:29][N:30]([CH:32]3[CH2:37][CH2:36][NH:35][CH2:34][CH2:33]3)[CH:31]=2)[C:9]([O:25][CH3:26])=[C:10]([CH:12]([N:14]2[C:18]3=[N:19][CH:20]=[N:21][C:22]([NH2:23])=[C:17]3[C:16]([CH3:24])=[N:15]2)[CH3:13])[CH:11]=1.C(N(CC)C(C)C)(C)C. The catalyst is C(Cl)Cl. The product is [C:1]([N:35]1[CH2:34][CH2:33][CH:32]([N:30]2[CH:31]=[C:27]([C:8]3[C:9]([O:25][CH3:26])=[C:10]([CH:12]([N:14]4[C:18]5=[N:19][CH:20]=[N:21][C:22]([NH2:23])=[C:17]5[C:16]([CH3:24])=[N:15]4)[CH3:13])[CH:11]=[C:6]([Cl:5])[C:7]=3[CH3:38])[CH:28]=[N:29]2)[CH2:37][CH2:36]1)(=[O:3])[CH3:2]. The yield is 0.0780.